Dataset: Full USPTO retrosynthesis dataset with 1.9M reactions from patents (1976-2016). Task: Predict the reactants needed to synthesize the given product. (1) Given the product [CH3:1][C:2]1[CH:16]=[CH:15][C:5]([C:6]([NH:8][C:9]2[N:13]([CH3:14])[N:12]=[CH:11][CH:10]=2)=[O:7])=[CH:4][C:3]=1[C:27]1[CH:28]=[C:29]2[C:34](=[CH:35][CH:36]=1)[C:33]([O:37][CH2:38][C:39]([F:41])([F:42])[F:40])=[N:32][N:31]=[CH:30]2, predict the reactants needed to synthesize it. The reactants are: [CH3:1][C:2]1[CH:16]=[CH:15][C:5]([C:6]([NH:8][C:9]2[N:13]([CH3:14])[N:12]=[CH:11][CH:10]=2)=[O:7])=[CH:4][C:3]=1B1OC(C)(C)C(C)(C)O1.Br[C:27]1[CH:28]=[C:29]2[C:34](=[CH:35][CH:36]=1)[C:33]([O:37][CH2:38][C:39]([F:42])([F:41])[F:40])=[N:32][N:31]=[CH:30]2.C([O-])([O-])=O.[Na+].[Na+].[OH-].[Na+]. (2) Given the product [CH:32]([N:25]1[C:26]2[CH:31]=[CH:30][CH:29]=[CH:28][C:27]=2[N:23]([CH2:22][C:19]2[N:18]([CH2:36][CH2:37][CH:38]([CH3:40])[CH3:39])[C:17]3[CH:16]=[CH:15][CH:14]=[C:13]([CH:12]=[O:11])[C:21]=3[N:20]=2)[C:24]1=[O:35])([CH3:33])[CH3:34], predict the reactants needed to synthesize it. The reactants are: C(Cl)(=O)C(Cl)=O.CS(C)=O.[OH:11][CH2:12][C:13]1[C:21]2[N:20]=[C:19]([CH2:22][N:23]3[C:27]4[CH:28]=[CH:29][CH:30]=[CH:31][C:26]=4[N:25]([CH:32]([CH3:34])[CH3:33])[C:24]3=[O:35])[N:18]([CH2:36][CH2:37][CH:38]([CH3:40])[CH3:39])[C:17]=2[CH:16]=[CH:15][CH:14]=1.C(N(C(C)C)CC)(C)C. (3) Given the product [Cl:17][C:12]1[CH:11]=[C:10]([N:4]2[C:3](=[O:18])[CH:2]=[C:7]([O:8][CH3:9])[CH:6]=[N:5]2)[CH:15]=[C:14]([Cl:16])[CH:13]=1, predict the reactants needed to synthesize it. The reactants are: Br[C:2]1[C:3](=[O:18])[N:4]([C:10]2[CH:15]=[C:14]([Cl:16])[CH:13]=[C:12]([Cl:17])[CH:11]=2)[N:5]=[CH:6][C:7]=1[O:8][CH3:9].C([Li])CCC.[Cl-].[NH4+]. (4) The reactants are: [Cl:1][C:2]1[CH:7]=[CH:6][C:5]([C:8]2[C:9]([C:14]#[N:15])=[N:10][CH:11]=[N:12][CH:13]=2)=[CH:4][CH:3]=1.[F:16][C:17]1[CH:18]=[C:19]([CH:23]=[C:24]([F:26])[CH:25]=1)[CH2:20][Mg]Br.CC(O)CC.[BH4-].[Na+]. Given the product [Cl:1][C:2]1[CH:3]=[CH:4][C:5]([C:8]2[C:9]([C:14](=[NH:15])[CH2:20][C:19]3[CH:18]=[C:17]([F:16])[CH:25]=[C:24]([F:26])[CH:23]=3)=[N:10][CH:11]=[N:12][CH:13]=2)=[CH:6][CH:7]=1, predict the reactants needed to synthesize it. (5) Given the product [CH3:1][C:2]1[CH:3]=[CH:4][C:5]2=[C:26]3[C:27](=[C:32]([NH2:33])[N:8]=[C:6]2[CH:7]=1)[N:28]=[CH:29][CH:30]=[CH:31]3, predict the reactants needed to synthesize it. The reactants are: [CH3:1][C:2]1[CH:3]=[CH:4][C:5](B2OC(C)(C)C(C)(C)O2)=[C:6]([NH:8]C(=O)OC(C)(C)C)[CH:7]=1.Br[C:26]1[C:27]([C:32]#[N:33])=[N:28][CH:29]=[CH:30][CH:31]=1.C(=O)([O-])[O-].[K+].[K+].